Task: Regression. Given a peptide amino acid sequence and an MHC pseudo amino acid sequence, predict their binding affinity value. This is MHC class II binding data.. Dataset: Peptide-MHC class II binding affinity with 134,281 pairs from IEDB (1) The peptide sequence is APEVKYKVFETALKK. The MHC is HLA-DQA10401-DQB10402 with pseudo-sequence HLA-DQA10401-DQB10402. The binding affinity (normalized) is 0.176. (2) The peptide sequence is EHRWREIYNMVKFRM. The MHC is HLA-DPA10301-DPB10402 with pseudo-sequence HLA-DPA10301-DPB10402. The binding affinity (normalized) is 0.257. (3) The peptide sequence is QYAKEIWGITANPVP. The MHC is DRB1_0101 with pseudo-sequence DRB1_0101. The binding affinity (normalized) is 0.859. (4) The peptide sequence is PGKYTAYEGQRVVFIQ. The MHC is DRB1_0401 with pseudo-sequence DRB1_0401. The binding affinity (normalized) is 0.433. (5) The peptide sequence is GEVEIQFRRVKCKYP. The binding affinity (normalized) is 0.532. The MHC is DRB5_0101 with pseudo-sequence DRB5_0101.